This data is from Forward reaction prediction with 1.9M reactions from USPTO patents (1976-2016). The task is: Predict the product of the given reaction. (1) Given the reactants [Cl:1][C:2]1[C:3]([C:22]([NH2:24])=[O:23])=[CH:4][C:5]2[N:9]=[C:8]([CH2:10][CH3:11])[N:7]([C:12]3[CH:17]=[CH:16][C:15]([CH2:18][CH2:19][OH:20])=[CH:14][CH:13]=3)[C:6]=2[CH:21]=1.[CH3:25][S:26](Cl)(=[O:28])=[O:27].O, predict the reaction product. The product is: [CH3:25][S:26]([O:20][CH2:19][CH2:18][C:15]1[CH:14]=[CH:13][C:12]([N:7]2[C:6]3[CH:21]=[C:2]([Cl:1])[C:3]([C:22]([NH2:24])=[O:23])=[CH:4][C:5]=3[N:9]=[C:8]2[CH2:10][CH3:11])=[CH:17][CH:16]=1)(=[O:28])=[O:27]. (2) The product is: [CH2:1]([O:8][C:9](=[O:10])[NH:11][CH:12]([C:14]1[CH:19]=[C:18]([Cl:20])[C:17]([Cl:21])=[C:16]([CH:22]2[CH2:23][NH:24][CH2:25]2)[C:15]=1[O:33][CH3:34])[CH3:13])[C:2]1[CH:3]=[CH:4][CH:5]=[CH:6][CH:7]=1. Given the reactants [CH2:1]([O:8][C:9]([NH:11][CH:12]([C:14]1[C:15]([O:33][CH3:34])=[C:16]([CH:22]2[CH2:25][N:24](C(OC(C)(C)C)=O)[CH2:23]2)[C:17]([Cl:21])=[C:18]([Cl:20])[CH:19]=1)[CH3:13])=[O:10])[C:2]1[CH:7]=[CH:6][CH:5]=[CH:4][CH:3]=1.FC(F)(F)C(O)=O.C(=O)(O)[O-].[Na+], predict the reaction product. (3) Given the reactants [C:1]([CH:4](OS(C1C=CC(C)=CC=1)(=O)=O)[C:5]1[CH:10]=[CH:9][CH:8]=[CH:7][CH:6]=1)(=[O:3])[NH2:2].[F:22][C:23]1[CH:28]=[CH:27][C:26]([C:29]([F:32])([F:31])[F:30])=[CH:25][C:24]=1[CH2:33][CH2:34][C@H:35]1[C:44]2[C:39](=[CH:40][C:41]([O:47][CH3:48])=[C:42]([O:45][CH3:46])[CH:43]=2)[CH2:38][CH2:37][NH:36]1, predict the reaction product. The product is: [F:22][C:23]1[CH:28]=[CH:27][C:26]([C:29]([F:32])([F:30])[F:31])=[CH:25][C:24]=1[CH2:33][CH2:34][C@H:35]1[C:44]2[C:39](=[CH:40][C:41]([O:47][CH3:48])=[C:42]([O:45][CH3:46])[CH:43]=2)[CH2:38][CH2:37][N:36]1[C@H:4]([C:5]1[CH:6]=[CH:7][CH:8]=[CH:9][CH:10]=1)[C:1]([NH2:2])=[O:3]. (4) Given the reactants [NH2:1][C:2]1[CH:7]=[CH:6][C:5]([C:8]([F:11])([F:10])[F:9])=[CH:4][N:3]=1.Cl[C:13]([O:15][C:16]1[CH:21]=[CH:20][CH:19]=[CH:18][CH:17]=1)=[O:14].CCOC(C)=O.CCCCCC, predict the reaction product. The product is: [C:16]1([O:15][C:13](=[O:14])[NH:1][C:2]2[CH:7]=[CH:6][C:5]([C:8]([F:9])([F:11])[F:10])=[CH:4][N:3]=2)[CH:21]=[CH:20][CH:19]=[CH:18][CH:17]=1. (5) The product is: [NH:1]1[C:9]2[C:4](=[CH:5][C:6]([N:10]([CH2:31][OH:32])[C:11]3[C:12]4[CH2:30][N:29]([CH3:37])[CH2:28][C:13]=4[N:14]=[C:15]([N:17]4[CH2:25][C:24]5[C:19](=[CH:20][CH:21]=[C:22]([O:26][CH3:27])[CH:23]=5)[CH2:18]4)[N:16]=3)=[CH:7][CH:8]=2)[CH:3]=[N:2]1. Given the reactants [NH:1]1[C:9]2[C:4](=[CH:5][C:6]([NH:10][C:11]3[C:12]4[CH2:30][NH:29][CH2:28][C:13]=4[N:14]=[C:15]([N:17]4[CH2:25][C:24]5[C:19](=[CH:20][CH:21]=[C:22]([O:26][CH3:27])[CH:23]=5)[CH2:18]4)[N:16]=3)=[CH:7][CH:8]=2)[CH:3]=[N:2]1.[CH2:31]=[O:32].[BH3-]C#N.[Na+].[CH3:37]O, predict the reaction product. (6) The product is: [NH2:12][C:10]1[S:11][C:7]([C:5]2[CH:4]=[CH:3][N:22]=[C:20]([NH:19][C:23]3[CH:24]=[C:25]([S:29]([NH:32][CH2:33][CH2:34][OH:35])(=[O:31])=[O:30])[CH:26]=[CH:27][CH:28]=3)[N:21]=2)=[C:8]([CH3:17])[N:9]=1. Given the reactants CN(C)[CH:3]=[CH:4][C:5]([C:7]1[S:11][C:10]([N:12]=CN(C)C)=[N:9][C:8]=1[CH3:17])=O.[NH:19]([C:23]1[CH:24]=[C:25]([S:29]([NH:32][CH2:33][CH2:34][OH:35])(=[O:31])=[O:30])[CH:26]=[CH:27][CH:28]=1)[C:20]([NH2:22])=[NH:21], predict the reaction product. (7) Given the reactants [Li][CH2:2][CH2:3][CH2:4][CH3:5].C([O:8][C:9](=[O:25])[CH:10]([C:15]1[CH:20]=[CH:19][C:18]([N+:21]([O-:23])=[O:22])=[C:17](F)[CH:16]=1)[CH2:11][CH:12]([CH3:14])[CH3:13])C.O.[CH:27]1([CH2:30][OH:31])[CH2:29][CH2:28]1, predict the reaction product. The product is: [CH:4]1([CH2:5][O:8][C:9](=[O:25])[CH:10]([C:15]2[CH:20]=[CH:19][C:18]([N+:21]([O-:23])=[O:22])=[C:17]([O:31][CH2:30][CH:27]3[CH2:29][CH2:28]3)[CH:16]=2)[CH2:11][CH:12]([CH3:13])[CH3:14])[CH2:2][CH2:3]1. (8) Given the reactants [Br:1][C:2]1[S:6][C:5]([C:7]#[N:8])=[N:4][C:3]=1[CH2:9][CH:10]1[CH2:15][CH2:14][CH2:13][CH2:12][CH2:11]1.Cl.[NH2:17][OH:18], predict the reaction product. The product is: [Br:1][C:2]1[S:6][C:5]([C:7](=[N:17][OH:18])[NH2:8])=[N:4][C:3]=1[CH2:9][CH:10]1[CH2:15][CH2:14][CH2:13][CH2:12][CH2:11]1. (9) Given the reactants [O:1]1[CH2:3][CH:2]1[CH2:4][O:5][C:6]1[CH:11]=[CH:10][C:9]([N:12]2[CH:16]=[CH:15][N:14]=[CH:13]2)=[CH:8][CH:7]=1.[CH2:17]([NH:19][C:20]([N:22]1[CH2:29][CH:28]2[CH2:30][CH:24]([CH2:25][NH:26][CH2:27]2)[CH2:23]1)=[O:21])[CH3:18].O, predict the reaction product. The product is: [CH2:17]([NH:19][C:20]([N:22]1[CH2:29][CH:28]2[CH2:30][CH:24]([CH2:25][N:26]([CH2:3][CH:2]([OH:1])[CH2:4][O:5][C:6]3[CH:11]=[CH:10][C:9]([N:12]4[CH:16]=[CH:15][N:14]=[CH:13]4)=[CH:8][CH:7]=3)[CH2:27]2)[CH2:23]1)=[O:21])[CH3:18].